From a dataset of Forward reaction prediction with 1.9M reactions from USPTO patents (1976-2016). Predict the product of the given reaction. (1) Given the reactants [C:1]([O:5][C:6]([NH:8][C@@H:9]([C:13]([S:16][CH2:17][C:18]([O:20][CH3:21])=[O:19])([CH3:15])[CH3:14])[C:10]([OH:12])=O)=[O:7])([CH3:4])([CH3:3])[CH3:2].CN(C(ON1N=NC2C=CC=NC1=2)=[N+](C)C)C.F[P-](F)(F)(F)(F)F.[CH3:46][C:47]([CH3:104])([CH3:103])[C@H:48]([NH:92][C:93](=[O:102])[O:94][CH2:95][C:96]1[CH:101]=[CH:100][CH:99]=[CH:98][CH:97]=1)[C:49](=[O:91])[N:50]1[CH2:54][C@@H:53]([C:55]2[CH:64]=[C:63]3[C:58]([CH2:59][C@@H:60]([C:65](=[O:77])[NH:66][C@H:67]4[C:76]5[C:71](=[CH:72][CH:73]=[CH:74][CH:75]=5)[CH2:70][CH2:69][CH2:68]4)[NH:61][CH2:62]3)=[CH:57][CH:56]=2)[CH2:52][C@H:51]1[C:78](=[O:90])[NH:79][C@H:80]1[C:89]2[C:84](=[CH:85][CH:86]=[CH:87][CH:88]=2)[CH2:83][CH2:82][CH2:81]1.CN1CCOCC1, predict the reaction product. The product is: [CH2:95]([O:94][C:93]([NH:92][C@@H:48]([C:47]([CH3:104])([CH3:103])[CH3:46])[C:49]([N:50]1[C@H:51]([C:78](=[O:90])[NH:79][C@H:80]2[C:89]3[C:84](=[CH:85][CH:86]=[CH:87][CH:88]=3)[CH2:83][CH2:82][CH2:81]2)[CH2:52][C@H:53]([C:55]2[CH:64]=[C:63]3[C:58]([CH2:59][C@@H:60]([C:65](=[O:77])[NH:66][C@H:67]4[C:76]5[C:71](=[CH:72][CH:73]=[CH:74][CH:75]=5)[CH2:70][CH2:69][CH2:68]4)[N:61]([C:10](=[O:12])[C@@H:9]([NH:8][C:6]([O:5][C:1]([CH3:2])([CH3:3])[CH3:4])=[O:7])[C:13]([S:16][CH2:17][C:18]([O:20][CH3:21])=[O:19])([CH3:15])[CH3:14])[CH2:62]3)=[CH:57][CH:56]=2)[CH2:54]1)=[O:91])=[O:102])[C:96]1[CH:97]=[CH:98][CH:99]=[CH:100][CH:101]=1. (2) Given the reactants CS(C)=O.C(Cl)(=O)C(Cl)=O.[NH:11]1[C:19]2[C:14](=[CH:15][CH:16]=[CH:17][CH:18]=2)[C:13]([CH2:20][CH2:21][OH:22])=[CH:12]1.CCN(CC)CC, predict the reaction product. The product is: [NH:11]1[C:19]2[C:14](=[CH:15][CH:16]=[CH:17][CH:18]=2)[C:13]([CH2:20][CH:21]=[O:22])=[CH:12]1. (3) Given the reactants [NH2:1][CH2:2][C@@H:3]1[C@H:8]([CH3:9])[CH2:7][CH2:6][CH2:5][N:4]1[C:10]([C:12]1[CH:17]=[C:16]([CH3:18])[CH:15]=[CH:14][C:13]=1[N:19]1[N:23]=[CH:22][CH:21]=[N:20]1)=[O:11].Cl[C:25]1[N:30]2[N:31]=[C:32]([CH3:34])[N:33]=[C:29]2[N:28]=[C:27]([CH3:35])[CH:26]=1, predict the reaction product. The product is: [CH3:34][C:32]1[N:33]=[C:29]2[N:28]=[C:27]([CH3:35])[CH:26]=[C:25]([NH:1][CH2:2][C@@H:3]3[C@H:8]([CH3:9])[CH2:7][CH2:6][CH2:5][N:4]3[C:10]([C:12]3[CH:17]=[C:16]([CH3:18])[CH:15]=[CH:14][C:13]=3[N:19]3[N:23]=[CH:22][CH:21]=[N:20]3)=[O:11])[N:30]2[N:31]=1. (4) Given the reactants Cl[CH2:2][C:3]([NH:5][C:6]1[CH:14]=[C:13]2[C:9]([CH:10]=[N:11][NH:12]2)=[CH:8][CH:7]=1)=[O:4].[F:15][C:16]1[CH:28]=[CH:27][C:19]([CH2:20][CH:21]2[CH2:26][CH2:25][NH:24][CH2:23][CH2:22]2)=[CH:18][CH:17]=1, predict the reaction product. The product is: [F:15][C:16]1[CH:17]=[CH:18][C:19]([CH2:20][CH:21]2[CH2:22][CH2:23][N:24]([CH2:2][C:3]([NH:5][C:6]3[CH:14]=[C:13]4[C:9]([CH:10]=[N:11][NH:12]4)=[CH:8][CH:7]=3)=[O:4])[CH2:25][CH2:26]2)=[CH:27][CH:28]=1. (5) Given the reactants Br[C:2]1[CH:3]=[CH:4][C:5]([NH:8][CH2:9][C:10]2[CH:15]=[CH:14][CH:13]=[CH:12][C:11]=2[F:16])=[N:6][CH:7]=1.C([Li])(C)(C)C.CN(C)[CH:24]=[O:25].[Cl-].[NH4+], predict the reaction product. The product is: [F:16][C:11]1[CH:12]=[CH:13][CH:14]=[CH:15][C:10]=1[CH2:9][NH:8][C:5]1[N:6]=[CH:7][C:2]([CH:24]=[O:25])=[CH:3][CH:4]=1. (6) The product is: [F:23][C:2]1([F:1])[O:7][C:6]2[CH:8]=[CH:9][C:10]([NH:12][C:13]([C:15]3[S:16][CH:17]=[CH:18][C:19]=3[NH:20][CH2:48][C:41]3[C:42]4[C:47](=[N:46][CH:45]=[CH:44][CH:43]=4)[NH:39][CH:40]=3)=[O:14])=[CH:11][C:5]=2[O:4][C:3]1([F:22])[F:21]. Given the reactants [F:1][C:2]1([F:23])[O:7][C:6]2[CH:8]=[CH:9][C:10]([NH:12][C:13]([C:15]3[S:16][CH:17]=[CH:18][C:19]=3[NH2:20])=[O:14])=[CH:11][C:5]=2[O:4][C:3]1([F:22])[F:21].NC1C=CC2OC(F)(F)C(F)(F)OC=2C=1.[NH:39]1[C:47]2[C:42](=[CH:43][CH:44]=[CH:45][N:46]=2)[C:41]([CH:48]=O)=[CH:40]1, predict the reaction product.